Dataset: Forward reaction prediction with 1.9M reactions from USPTO patents (1976-2016). Task: Predict the product of the given reaction. (1) Given the reactants [C:1]([O:5][C:6]([N:8]1[CH2:13][CH2:12][C@H:11]([OH:14])[C@H:10]([CH2:15][O:16][C:17]2[N:18]=[N:19][C:20]([CH2:36][CH2:37][CH2:38][CH3:39])=[C:21]([C:23]3[CH:28]=[CH:27][C:26]([O:29][CH:30]4[CH2:35][CH2:34][CH2:33][CH2:32][CH2:31]4)=[CH:25][CH:24]=3)[CH:22]=2)[CH2:9]1)=[O:7])([CH3:4])([CH3:3])[CH3:2].[H-].[Na+].[CH3:42]I, predict the reaction product. The product is: [C:1]([O:5][C:6]([N:8]1[CH2:13][CH2:12][C@H:11]([O:14][CH3:42])[C@H:10]([CH2:15][O:16][C:17]2[N:18]=[N:19][C:20]([CH2:36][CH2:37][CH2:38][CH3:39])=[C:21]([C:23]3[CH:24]=[CH:25][C:26]([O:29][CH:30]4[CH2:35][CH2:34][CH2:33][CH2:32][CH2:31]4)=[CH:27][CH:28]=3)[CH:22]=2)[CH2:9]1)=[O:7])([CH3:4])([CH3:3])[CH3:2]. (2) Given the reactants [N:1]12[CH2:8][CH2:7][C:4]([C:9]([C:18]3[CH:23]=[CH:22][CH:21]=[CH:20][CH:19]=3)([C:12]3[CH:17]=[CH:16][CH:15]=[CH:14][CH:13]=3)[C:10]#[N:11])([CH2:5][CH2:6]1)[CH2:3][CH2:2]2.[Br:24][CH2:25][CH2:26][O:27][CH2:28][CH2:29][O:30][CH3:31], predict the reaction product. The product is: [Br-:24].[C:10]([C:9]([C:18]1[CH:19]=[CH:20][CH:21]=[CH:22][CH:23]=1)([C:12]1[CH:13]=[CH:14][CH:15]=[CH:16][CH:17]=1)[C:4]12[CH2:5][CH2:6][N+:1]([CH2:25][CH2:26][O:27][CH2:28][CH2:29][O:30][CH3:31])([CH2:2][CH2:3]1)[CH2:8][CH2:7]2)#[N:11]. (3) Given the reactants [CH2:1]([N:3](CC)CC)C.[CH3:8][O:9][C:10]1[CH:11]=[C:12]([OH:18])[CH:13]=[CH:14][C:15]=1[O:16][CH3:17].N#CBr, predict the reaction product. The product is: [O:18]([C:12]1[CH:13]=[CH:14][C:15]([O:16][CH3:17])=[C:10]([O:9][CH3:8])[CH:11]=1)[C:1]#[N:3].